From a dataset of Reaction yield outcomes from USPTO patents with 853,638 reactions. Predict the reaction yield, written as a fraction of the theoretical maximum amount of product (1.0 means a 100% yield; for example, 0.34 means a 34% yield). (1) The reactants are [OH:1][CH:2]1[CH2:7][CH2:6][CH:5]([NH:8][C:9](=[O:15])[O:10][C:11]([CH3:14])([CH3:13])[CH3:12])[CH2:4][CH2:3]1.C(N(CC)CC)C.[CH3:23][S:24](Cl)(=[O:26])=[O:25].O. The catalyst is ClCCl. The product is [CH3:23][S:24]([O:1][CH:2]1[CH2:7][CH2:6][CH:5]([NH:8][C:9](=[O:15])[O:10][C:11]([CH3:12])([CH3:14])[CH3:13])[CH2:4][CH2:3]1)(=[O:26])=[O:25]. The yield is 0.580. (2) The reactants are [CH2:1]([N:8]1[C:17](=[O:18])[C:16]2[C:11](=[CH:12][C:13]([Cl:19])=[CH:14][CH:15]=2)[N:10]=[C:9]1[CH:20]([N:24]([CH2:34][C:35](=O)[CH2:36][CH2:37][N:38]1[C:46](=[O:47])[C:45]2[C:40](=[CH:41][CH:42]=[CH:43][CH:44]=2)[C:39]1=[O:48])[C:25](=O)[C:26]1[CH:31]=[CH:30][C:29]([CH3:32])=[CH:28][CH:27]=1)[CH:21]([CH3:23])[CH3:22])[C:2]1[CH:7]=[CH:6][CH:5]=[CH:4][CH:3]=1.C([O-])(=O)C.[NH4+:54]. The catalyst is C(O)(=O)C. The product is [CH2:1]([N:8]1[C:17](=[O:18])[C:16]2[C:11](=[CH:12][C:13]([Cl:19])=[CH:14][CH:15]=2)[N:10]=[C:9]1[CH:20]([N:24]1[CH:34]=[C:35]([CH2:36][CH2:37][N:38]2[C:46](=[O:47])[C:45]3[C:40](=[CH:41][CH:42]=[CH:43][CH:44]=3)[C:39]2=[O:48])[N:54]=[C:25]1[C:26]1[CH:27]=[CH:28][C:29]([CH3:32])=[CH:30][CH:31]=1)[CH:21]([CH3:23])[CH3:22])[C:2]1[CH:3]=[CH:4][CH:5]=[CH:6][CH:7]=1. The yield is 0.510. (3) The reactants are [CH2:1]([O:8][C:9]1[CH:10]=[CH:11][C:12]([Cl:15])=[N:13][CH:14]=1)[C:2]1[CH:7]=[CH:6][CH:5]=[CH:4][CH:3]=1.C[Si](C)(C)[N-:18][Si](C)(C)C.[Li+].Cl.C(=O)(O)[O-].[Na+]. The catalyst is C1C=CC(/C=C/C(/C=C/C2C=CC=CC=2)=O)=CC=1.C1C=CC(/C=C/C(/C=C/C2C=CC=CC=2)=O)=CC=1.C1C=CC(/C=C/C(/C=C/C2C=CC=CC=2)=O)=CC=1.[Pd].[Pd].C1COCC1. The product is [ClH:15].[CH2:1]([O:8][C:9]1[CH:10]=[CH:11][C:12]([NH2:18])=[N:13][CH:14]=1)[C:2]1[CH:7]=[CH:6][CH:5]=[CH:4][CH:3]=1. The yield is 0.989. (4) The reactants are [O:1]=[C:2]1[C:10]2([C:14]3=[CH:15][C:16]4[O:20][CH2:19][O:18][C:17]=4[CH:21]=[C:13]3[O:12][CH2:11]2)[C:9]2[C:4](=[CH:5][CH:6]=[CH:7][CH:8]=2)[N:3]1[CH2:22][C:23]([O:25]CC)=[O:24].O.[OH-].[Li+].Cl. The product is [O:1]=[C:2]1[C:10]2([C:14]3=[CH:15][C:16]4[O:20][CH2:19][O:18][C:17]=4[CH:21]=[C:13]3[O:12][CH2:11]2)[C:9]2[C:4](=[CH:5][CH:6]=[CH:7][CH:8]=2)[N:3]1[CH2:22][C:23]([OH:25])=[O:24]. The catalyst is C1COCC1.O. The yield is 0.870. (5) The reactants are [Cl:1][C:2]1[CH:7]=[CH:6][C:5]([C:8]#[C:9][CH2:10][CH2:11][CH2:12][OH:13])=[CH:4][CH:3]=1.[C:14]1([CH3:24])[CH:19]=[CH:18][C:17]([S:20](Cl)(=[O:22])=[O:21])=[CH:16][CH:15]=1.C(N(CC)CC)C. The catalyst is CN(C)C1C=CN=CC=1.ClCCl. The product is [C:14]1([CH3:24])[CH:19]=[CH:18][C:17]([S:20]([O:13][CH2:12][CH2:11][CH2:10][C:9]#[C:8][C:5]2[CH:4]=[CH:3][C:2]([Cl:1])=[CH:7][CH:6]=2)(=[O:22])=[O:21])=[CH:16][CH:15]=1. The yield is 0.490. (6) The reactants are N[C:2]1[CH:23]=[CH:22][C:5]([O:6][C:7]2[CH:12]=[CH:11][N:10]=[C:9]3[CH:13]=[C:14]([C:16]([NH:18][N:19]([CH3:21])[CH3:20])=[O:17])[S:15][C:8]=23)=[C:4]([F:24])[CH:3]=1.[CH3:25][O:26][C:27]1[CH:32]=[CH:31][CH:30]=[CH:29][C:28]=1[NH:33][C:34](=[O:39])[CH2:35][C:36]([OH:38])=O.C(Cl)CCl.C[N:45](C=O)C. The catalyst is CCOC(C)=O. The product is [CH3:20][N:19]([CH3:21])[NH:18][C:16]([C:14]1[S:15][C:8]2[C:9](=[N:10][CH:11]=[CH:12][C:7]=2[O:6][C:5]2[CH:22]=[CH:23][C:2]([N:33]([C:28]3[CH:29]=[CH:30][CH:31]=[CH:32][C:27]=3[O:26][CH3:25])[C:34](=[O:39])[CH2:35][C:36]([NH2:45])=[O:38])=[CH:3][C:4]=2[F:24])[CH:13]=1)=[O:17]. The yield is 0.670. (7) The reactants are [CH2:1]([O:8][CH2:9][C:10]#[CH:11])[C:2]1[CH:7]=[CH:6][CH:5]=[CH:4][CH:3]=1.[Li]CCCC.CCCCCC.B(F)(F)F.CC[O:29]CC.C1O[C@H]1CO.[F:37][C:38]1[CH:43]=[CH:42][C:41]([O:44][C:45]2C=CC(F)=[CH:47][CH:46]=2)=[CH:40][CH:39]=1. The yield is 0.650. The catalyst is C1COCC1. The product is [CH2:1]([O:8][CH2:9][C:10]#[C:11][CH2:47][C@H:46]([OH:29])[CH2:45][O:44][C:41]1[CH:42]=[CH:43][C:38]([F:37])=[CH:39][CH:40]=1)[C:2]1[CH:7]=[CH:6][CH:5]=[CH:4][CH:3]=1. (8) The reactants are [C:1]([C:3]1[CH:8]=[CH:7][C:6]([C:9]2([C:15]([O:17]C)=[O:16])[CH2:12][C:11]([F:14])([F:13])[CH2:10]2)=[CH:5][CH:4]=1)#[N:2].[Li+].[OH-]. The catalyst is C1COCC1.O. The product is [C:1]([C:3]1[CH:8]=[CH:7][C:6]([C:9]2([C:15]([OH:17])=[O:16])[CH2:10][C:11]([F:14])([F:13])[CH2:12]2)=[CH:5][CH:4]=1)#[N:2]. The yield is 0.810.